Regression. Given a peptide amino acid sequence and an MHC pseudo amino acid sequence, predict their binding affinity value. This is MHC class I binding data. From a dataset of Peptide-MHC class I binding affinity with 185,985 pairs from IEDB/IMGT. The peptide sequence is CQSVCEEFFH. The MHC is HLA-A03:01 with pseudo-sequence HLA-A03:01. The binding affinity (normalized) is 0.110.